Dataset: Reaction yield outcomes from USPTO patents with 853,638 reactions. Task: Predict the reaction yield, written as a fraction of the theoretical maximum amount of product (1.0 means a 100% yield; for example, 0.34 means a 34% yield). (1) The reactants are [O:1]=[C:2]1[C:10]2[C:5](=[CH:6][CH:7]=[CH:8][CH:9]=2)[CH:4]([C:11]([OH:13])=O)[NH:3]1.[C:14]1([C:20]2([C:30]3[CH:35]=[CH:34][CH:33]=[CH:32][CH:31]=3)[CH:24]3[CH2:25][NH:26][CH2:27][CH2:28][N:23]3[C:22](=[O:29])[O:21]2)[CH:19]=[CH:18][CH:17]=[CH:16][CH:15]=1. The catalyst is C(N(CC)CC)C. The product is [O:1]=[C:2]1[C:10]2[C:5](=[CH:6][CH:7]=[CH:8][CH:9]=2)[CH:4]([C:11]([N:26]2[CH2:27][CH2:28][N:23]3[C:22](=[O:29])[O:21][C:20]([C:30]4[CH:31]=[CH:32][CH:33]=[CH:34][CH:35]=4)([C:14]4[CH:19]=[CH:18][CH:17]=[CH:16][CH:15]=4)[CH:24]3[CH2:25]2)=[O:13])[NH:3]1. The yield is 0.140. (2) The reactants are [CH2:1]([O:3][C:4]1[CH:5]=[C:6]([CH:10]=[CH:11][C:12]=1[N+:13]([O-:15])=[O:14])[C:7](O)=[O:8])[CH3:2].C(N(CC)CC)C.ClC(OCC)=O.O.[NH2:30][NH2:31]. The product is [CH2:1]([O:3][C:4]1[CH:5]=[C:6]([CH:10]=[CH:11][C:12]=1[N+:13]([O-:15])=[O:14])[C:7]([NH:30][NH2:31])=[O:8])[CH3:2]. The yield is 0.950. The catalyst is C1COCC1. (3) The reactants are Cl.[N:2]1([C:8]2[CH:13]=[CH:12][C:11]([NH:14][C:15]([C:17]3[N:18]=[C:19]([C:26]4[CH:31]=[CH:30][CH:29]=[CH:28][CH:27]=4)[O:20][C:21]=3[C:22]([F:25])([F:24])[F:23])=[O:16])=[CH:10][CH:9]=2)[CH2:7][CH2:6][NH:5][CH2:4][CH2:3]1.C(N(CC)CC)C.[CH2:39]([N:42]=[C:43]=[O:44])[CH2:40][CH3:41]. The catalyst is C1COCC1. The product is [CH2:39]([NH:42][C:43]([N:5]1[CH2:6][CH2:7][N:2]([C:8]2[CH:13]=[CH:12][C:11]([NH:14][C:15]([C:17]3[N:18]=[C:19]([C:26]4[CH:31]=[CH:30][CH:29]=[CH:28][CH:27]=4)[O:20][C:21]=3[C:22]([F:23])([F:25])[F:24])=[O:16])=[CH:10][CH:9]=2)[CH2:3][CH2:4]1)=[O:44])[CH2:40][CH3:41]. The yield is 0.810.